The task is: Predict the reactants needed to synthesize the given product.. This data is from Full USPTO retrosynthesis dataset with 1.9M reactions from patents (1976-2016). (1) Given the product [Cl:1][C@H:2]1[C@H:6]([CH2:7][CH2:8][CH2:9][C:10]2[S:14][C:13]([C:15]([OH:17])=[O:16])=[CH:12][CH:11]=2)[C@@H:5](/[CH:19]=[CH:20]/[C@@H:21]([OH:28])[CH2:22][CH2:23][CH2:24][CH2:25][CH2:26][OH:27])[C@H:4]([OH:29])[CH2:3]1, predict the reactants needed to synthesize it. The reactants are: [Cl:1][C@H:2]1[C@H:6]([CH2:7][CH2:8][CH2:9][C:10]2[S:14][C:13]([C:15]([O:17]C)=[O:16])=[CH:12][CH:11]=2)[C@@H:5](/[CH:19]=[CH:20]/[C@@H:21]([OH:28])[CH2:22][CH2:23][CH2:24][CH2:25][CH2:26][OH:27])[C@H:4]([OH:29])[CH2:3]1.Cl[C@H]1[C@H](CCCC2SC(C(O)=O)=CC=2)[C@@H](/C=C/[C@@H](O)CC(O)CCC)[C@H](O)C1. (2) Given the product [F:1][C:2]1[CH:3]=[C:4]([C:9]2[CH:18]=[C:17]3[C:12]([N:13]=[CH:14][C:15]([C:19]4[S:20][CH:21]=[CH:22][CH:23]=4)=[N:16]3)=[C:11]([C:24]([NH:26][CH2:27][C:28]([OH:30])=[O:29])=[O:25])[C:10]=2[OH:33])[CH:5]=[CH:6][C:7]=1[F:8], predict the reactants needed to synthesize it. The reactants are: [F:1][C:2]1[CH:3]=[C:4]([C:9]2[CH:18]=[C:17]3[C:12]([N:13]=[CH:14][C:15]([C:19]4[S:20][CH:21]=[CH:22][CH:23]=4)=[N:16]3)=[C:11]([C:24]([NH:26][CH2:27][C:28]([O:30]CC)=[O:29])=[O:25])[C:10]=2[OH:33])[CH:5]=[CH:6][C:7]=1[F:8].[OH-].[Na+]. (3) Given the product [F:20][C:19]([F:22])([F:21])[C:17](=[O:18])[CH2:16][C:15]([NH:1][C:2]1[NH:3][N:4]=[C:5]([C:7]2[CH:11]=[CH:10][S:9][CH:8]=2)[CH:6]=1)=[O:14], predict the reactants needed to synthesize it. The reactants are: [NH2:1][C:2]1[NH:3][N:4]=[C:5]([C:7]2[CH:11]=[CH:10][S:9][CH:8]=2)[CH:6]=1.C([O:14][C:15](=O)[CH2:16][C:17]([C:19]([F:22])([F:21])[F:20])=[O:18])C. (4) The reactants are: [NH2:1][C:2]1[CH:10]=[CH:9][C:8]([Br:11])=[CH:7][C:3]=1[C:4]([OH:6])=[O:5].OS(O)(=O)=O.[CH2:17](O)[CH3:18]. Given the product [NH2:1][C:2]1[CH:10]=[CH:9][C:8]([Br:11])=[CH:7][C:3]=1[C:4]([O:6][CH2:17][CH3:18])=[O:5], predict the reactants needed to synthesize it. (5) Given the product [NH:18]1[CH2:19][CH:16]([CH2:15][NH:14][CH2:13][CH2:12][CH2:11][C:10]2[N:6]3[C:7]([C:2]([NH2:1])=[N:3][CH:4]=[N:5]3)=[C:8]([C:23]3[CH:24]=[CH:25][C:26]4[C:30]([CH:31]=3)=[N:29][N:28]([CH2:32][C:33]3[CH:38]=[CH:37][CH:36]=[CH:35][CH:34]=3)[CH:27]=4)[CH:9]=2)[CH2:17]1, predict the reactants needed to synthesize it. The reactants are: [NH2:1][C:2]1[C:7]2=[C:8]([C:23]3[CH:24]=[CH:25][C:26]4[C:30]([CH:31]=3)=[N:29][N:28]([CH2:32][C:33]3[CH:38]=[CH:37][CH:36]=[CH:35][CH:34]=3)[CH:27]=4)[CH:9]=[C:10]([CH2:11][CH2:12][CH2:13][NH:14][CH2:15][CH:16]3[CH2:19][N:18](C(O)=O)[CH2:17]3)[N:6]2[N:5]=[CH:4][N:3]=1.FC(F)(F)C(O)=O. (6) Given the product [CH2:8]([O:7][C:1](=[O:6])[CH:2]([C:13]1[C:14]([F:24])=[C:15]2[C:20](=[CH:21][C:22]=1[F:23])[N:19]=[CH:18][CH:17]=[CH:16]2)[C:3]([O:5][CH2:27][CH3:28])=[O:4])[CH3:9], predict the reactants needed to synthesize it. The reactants are: [C:1]([O:7][CH2:8][CH3:9])(=[O:6])[CH2:2][C:3]([O-:5])=[O:4].[H-].[Na+].Br[C:13]1[C:14]([F:24])=[C:15]2[C:20](=[CH:21][C:22]=1[F:23])[N:19]=[CH:18][CH:17]=[CH:16]2.Cl.O1CCO[CH2:28][CH2:27]1. (7) Given the product [CH3:1][O:2][C:3](=[O:13])[C:4]1[CH:12]=[CH:11][CH:10]=[C:6]([C:7]([NH:37][CH2:38][C:39]([C:41]2[CH:46]=[CH:45][C:44]([O:47][CH3:48])=[CH:43][CH:42]=2)=[O:40])=[O:9])[CH:5]=1, predict the reactants needed to synthesize it. The reactants are: [CH3:1][O:2][C:3](=[O:13])[C:4]1[CH:12]=[CH:11][CH:10]=[C:6]([C:7]([OH:9])=O)[CH:5]=1.CCN=C=NCCCN(C)C.Cl.C1C=CC2N(O)N=NC=2C=1.Cl.[NH2:37][CH2:38][C:39]([C:41]1[CH:46]=[CH:45][C:44]([O:47][CH3:48])=[CH:43][CH:42]=1)=[O:40].C(N(C(C)C)CC)(C)C. (8) The reactants are: [CH3:1][O:2][C:3](=[O:26])[CH2:4][C@H:5]1[C:9]2[CH:10]=[CH:11][C:12]([O:14][C@H:15]3[C:23]4[C:18](=[C:19]([OH:25])[CH:20]=[CH:21][C:22]=4[F:24])[CH2:17][CH2:16]3)=[CH:13][C:8]=2[O:7][CH2:6]1.[CH2:27]([O:34][C:35]([C:37]1[CH:42]=[CH:41][C:40](B(O)O)=[CH:39][CH:38]=1)=[O:36])[C:28]1[CH:33]=[CH:32][CH:31]=[CH:30][CH:29]=1. Given the product [CH2:27]([O:34][C:35](=[O:36])[C:37]1[CH:42]=[CH:41][C:40]([O:25][C:19]2[CH:20]=[CH:21][C:22]([F:24])=[C:23]3[C:18]=2[CH2:17][CH2:16][C@H:15]3[O:14][C:12]2[CH:11]=[CH:10][C:9]3[C@H:5]([CH2:4][C:3]([O:2][CH3:1])=[O:26])[CH2:6][O:7][C:8]=3[CH:13]=2)=[CH:39][CH:38]=1)[C:28]1[CH:29]=[CH:30][CH:31]=[CH:32][CH:33]=1, predict the reactants needed to synthesize it. (9) The reactants are: [C:1]([CH:3]([C:9]1[CH:14]=[CH:13][CH:12]=[CH:11][CH:10]=1)[C:4]([O:6][CH2:7][CH3:8])=[O:5])#[N:2].[N:15]([C:23]([O:25][CH:26]([CH3:28])[CH3:27])=[O:24])=[N:16][C:17]([O:19][CH:20]([CH3:22])[CH3:21])=[O:18]. Given the product [CH:20]([O:19][C:17]([N:16]([C@:3]([C:1]#[N:2])([C:9]1[CH:14]=[CH:13][CH:12]=[CH:11][CH:10]=1)[C:4]([O:6][CH2:7][CH3:8])=[O:5])[NH:15][C:23]([O:25][CH:26]([CH3:28])[CH3:27])=[O:24])=[O:18])([CH3:22])[CH3:21], predict the reactants needed to synthesize it. (10) The reactants are: Br[C:2]1[S:3][CH:4]=[CH:5][C:6]=1[CH3:7].[F:8][C:9]1[CH:14]=[CH:13][C:12](B(O)O)=[CH:11][N:10]=1. Given the product [F:8][C:9]1[CH:14]=[CH:13][C:12]([C:2]2[S:3][CH:4]=[CH:5][C:6]=2[CH3:7])=[CH:11][N:10]=1, predict the reactants needed to synthesize it.